This data is from Peptide-MHC class I binding affinity with 185,985 pairs from IEDB/IMGT. The task is: Regression. Given a peptide amino acid sequence and an MHC pseudo amino acid sequence, predict their binding affinity value. This is MHC class I binding data. (1) The binding affinity (normalized) is 0.830. The peptide sequence is FPHCLAFSI. The MHC is HLA-B51:01 with pseudo-sequence HLA-B51:01. (2) The peptide sequence is FISPASISSV. The MHC is HLA-A02:06 with pseudo-sequence HLA-A02:06. The binding affinity (normalized) is 0.935. (3) The peptide sequence is SLFNWLWYE. The MHC is HLA-A68:02 with pseudo-sequence HLA-A68:02. The binding affinity (normalized) is 0.0847. (4) The peptide sequence is KVCQRIVGL. The binding affinity (normalized) is 0.341. The MHC is Patr-B0101 with pseudo-sequence Patr-B0101. (5) The peptide sequence is KAFSPEVI. The MHC is HLA-B35:01 with pseudo-sequence HLA-B35:01. The binding affinity (normalized) is 0. (6) The peptide sequence is FPRIWLHGL. The MHC is HLA-A02:02 with pseudo-sequence HLA-A02:02. The binding affinity (normalized) is 0.128. (7) The peptide sequence is GRPNCFQIV. The MHC is HLA-B40:01 with pseudo-sequence HLA-B40:01. The binding affinity (normalized) is 0.0847. (8) The peptide sequence is RYPGVMYAF. The MHC is HLA-B07:02 with pseudo-sequence HLA-B07:02. The binding affinity (normalized) is 0.0847. (9) The peptide sequence is ALFMYYAKR. The MHC is HLA-A11:01 with pseudo-sequence HLA-A11:01. The binding affinity (normalized) is 0.613.